This data is from Catalyst prediction with 721,799 reactions and 888 catalyst types from USPTO. The task is: Predict which catalyst facilitates the given reaction. (1) Reactant: [Br-].O([P+](C1C=CC=CC=1)(C1C=CC=CC=1)C1C=CC=CC=1)[CH2:3][CH2:4][CH2:5][CH3:6].CC(C)([O-])C.[K+].[F:32][C:33]1[CH:34]=[C:35]([C@H:39]2[CH2:44][CH2:43][C@H:42]([CH:45]=O)[CH2:41][CH2:40]2)[CH:36]=[CH:37][CH:38]=1.O. Product: [F:32][C:33]1[CH:34]=[C:35]([C@H:39]2[CH2:44][CH2:43][C@H:42]([CH:45]=[CH:3][CH2:4][CH2:5][CH3:6])[CH2:41][CH2:40]2)[CH:36]=[CH:37][CH:38]=1. The catalyst class is: 182. (2) Product: [C:17]([O:16][CH:6]([CH2:7][CH2:8][CH2:9][CH2:10][CH2:11][CH2:12][CH2:13][CH2:14][CH3:15])[CH:4]([N+:1]([O-:3])=[O:2])[CH3:5])(=[O:19])[CH3:18]. The catalyst class is: 445. Reactant: [N+:1]([CH:4]([CH:6]([OH:16])[CH2:7][CH2:8][CH2:9][CH2:10][CH2:11][CH2:12][CH2:13][CH2:14][CH3:15])[CH3:5])([O-:3])=[O:2].[C:17](OC(=O)C)(=[O:19])[CH3:18]. (3) Reactant: [CH3:1][C:2]1([CH3:10])[O:6][CH:5]([CH2:7][CH2:8][OH:9])[CH2:4][O:3]1.[C:11]1([CH3:21])[CH:16]=[CH:15][C:14]([S:17](Cl)(=[O:19])=[O:18])=[CH:13][CH:12]=1. Product: [CH3:21][C:11]1[CH:16]=[CH:15][C:14]([S:17]([O:9][CH2:8][CH2:7][CH:5]2[CH2:4][O:3][C:2]([CH3:10])([CH3:1])[O:6]2)(=[O:19])=[O:18])=[CH:13][CH:12]=1. The catalyst class is: 154. (4) Reactant: [S:1]1[C:5]2[CH2:6][CH2:7][CH2:8][CH2:9][C:4]=2[N:3]=[C:2]1[C:10]1[CH:11]=[CH:12][C:13]([O:16][CH2:17][CH2:18][CH2:19][OH:20])=[N:14][CH:15]=1.C[O:22][C:23](=[O:36])[CH:24]([N:26]1[C:34]2[C:29](=[CH:30][C:31](O)=[CH:32][CH:33]=2)[CH:28]=[CH:27]1)[CH3:25].C1(P(C2C=CC=CC=2)C2C=CC=CC=2)C=CC=CC=1.N(C(N1CCCCC1)=O)=NC(N1CCCCC1)=O.[Li+].[OH-]. Product: [S:1]1[C:5]2[CH2:6][CH2:7][CH2:8][CH2:9][C:4]=2[N:3]=[C:2]1[C:10]1[CH:11]=[CH:12][C:13]([O:16][CH2:17][CH2:18][CH2:19][O:20][C:31]2[CH:30]=[C:29]3[C:34](=[CH:33][CH:32]=2)[N:26]([CH:24]([CH3:25])[C:23]([OH:36])=[O:22])[CH:27]=[CH:28]3)=[N:14][CH:15]=1. The catalyst class is: 2. (5) Reactant: [CH2:1]([S:3][C:4]1[CH:11]=[C:10]([N:12]2[CH2:17][CH2:16][O:15][CH2:14][CH2:13]2)[CH:9]=[C:8]([CH3:18])[C:5]=1[C:6]#[N:7])[CH3:2].N.S(=O)(=O)(O)[OH:21]. Product: [CH2:1]([S:3][C:4]1[CH:11]=[C:10]([N:12]2[CH2:13][CH2:14][O:15][CH2:16][CH2:17]2)[CH:9]=[C:8]([CH3:18])[C:5]=1[C:6]([NH2:7])=[O:21])[CH3:2]. The catalyst class is: 6. (6) Reactant: [NH2:1][CH2:2][C@@H:3]1[C@@H:11]([C@@:12]2([CH3:21])[CH2:17][CH2:16][C@H:15]([OH:18])[CH2:14][C@@H:13]2[CH2:19][OH:20])[CH2:10][CH2:9][C:8]2[C:7]([CH3:23])([CH3:22])[CH2:6][CH2:5][C:4]1=2.C1CN([P+](ON2N=NC3C=CC=CC2=3)(N2CCCC2)N2CCCC2)CC1.F[P-](F)(F)(F)(F)F.[C:57](O)(=[O:64])[C:58]1[CH:63]=[CH:62][CH:61]=[N:60][CH:59]=1.CCN(C(C)C)C(C)C. Product: [OH:18][C@H:15]1[CH2:16][CH2:17][C@@:12]([C@H:11]2[CH2:10][CH2:9][C:8]3[C:7]([CH3:23])([CH3:22])[CH2:6][CH2:5][C:4]=3[C@@H:3]2[CH2:2][NH:1][C:57](=[O:64])[C:58]2[CH:63]=[CH:62][CH:61]=[N:60][CH:59]=2)([CH3:21])[C@@H:13]([CH2:19][OH:20])[CH2:14]1. The catalyst class is: 3. (7) Reactant: [H-].[Na+].[NH:3]1[C:11]2[C:6](=[CH:7][C:8]([C:12]([OH:14])=[O:13])=[CH:9][CH:10]=2)[CH:5]=[C:4]1[C:15]([OH:17])=[O:16].[CH2:18](Br)[CH2:19][CH2:20][CH2:21][CH2:22][CH2:23][CH2:24][CH3:25]. Product: [CH2:18]([N:3]1[C:11]2[C:6](=[CH:7][C:8]([C:12]([OH:14])=[O:13])=[CH:9][CH:10]=2)[CH:5]=[C:4]1[C:15]([OH:17])=[O:16])[CH2:19][CH2:20][CH2:21][CH2:22][CH2:23][CH2:24][CH3:25]. The catalyst class is: 3. (8) Reactant: [Cl:1][C:2]1[CH:13]=[CH:12][C:5]([O:6][C@H:7]([CH3:11])[C:8]([OH:10])=[O:9])=[C:4]([CH3:14])[CH:3]=1.[OH-].[K+].[Cl-].[CH2:18]([N+:28]([CH2:31][CH2:32][CH2:33][CH2:34][CH2:35][CH2:36][CH2:37][CH2:38][CH2:39][CH3:40])([CH3:30])[CH3:29])[CH2:19][CH2:20][CH2:21][CH2:22][CH2:23][CH2:24][CH2:25][CH2:26][CH3:27]. Product: [Cl:1][C:2]1[CH:13]=[CH:12][C:5]([O:6][C@H:7]([CH3:11])[C:8]([O-:10])=[O:9])=[C:4]([CH3:14])[CH:3]=1.[CH2:31]([N+:28]([CH2:18][CH2:19][CH2:20][CH2:21][CH2:22][CH2:23][CH2:24][CH2:25][CH2:26][CH3:27])([CH3:30])[CH3:29])[CH2:32][CH2:33][CH2:34][CH2:35][CH2:36][CH2:37][CH2:38][CH2:39][CH3:40]. The catalyst class is: 408. (9) The catalyst class is: 8. Reactant: CC[O-].[Na+].C(OC(=O)[CH2:9][CH2:10][N:11]([CH3:20])[C:12](=[O:19])[CH2:13][C:14]([O:16]CC)=O)C.COC(C)(C)C. Product: [CH3:20][N:11]1[CH2:10][CH2:9][C:14](=[O:16])[CH2:13][C:12]1=[O:19].